This data is from Full USPTO retrosynthesis dataset with 1.9M reactions from patents (1976-2016). The task is: Predict the reactants needed to synthesize the given product. (1) Given the product [CH2:1]([N:8]1[CH2:13][CH2:12][N:11]([C:14]([O:16][C:17]([CH3:19])([CH3:18])[CH3:20])=[O:15])[C@H:10]([CH2:21][C:22]2[CH:23]=[CH:24][C:25]([C:36]#[N:37])=[CH:26][CH:27]=2)[CH2:9]1)[C:2]1[CH:7]=[CH:6][CH:5]=[CH:4][CH:3]=1, predict the reactants needed to synthesize it. The reactants are: [CH2:1]([N:8]1[CH2:13][CH2:12][N:11]([C:14]([O:16][C:17]([CH3:20])([CH3:19])[CH3:18])=[O:15])[C@H:10]([CH2:21][C:22]2[CH:27]=[CH:26][C:25](OS(C(F)(F)F)(=O)=O)=[CH:24][CH:23]=2)[CH2:9]1)[C:2]1[CH:7]=[CH:6][CH:5]=[CH:4][CH:3]=1.[CH3:36][N:37](C=O)C. (2) Given the product [CH:1]([NH:4][C:6]1[CH:15]=[CH:14][C:13]2[C:8](=[CH:9][CH:10]=[C:11]([N+:16]([O-:18])=[O:17])[CH:12]=2)[N:7]=1)([CH3:3])[CH3:2], predict the reactants needed to synthesize it. The reactants are: [CH:1]([NH2:4])([CH3:3])[CH3:2].Cl[C:6]1[CH:15]=[CH:14][C:13]2[C:8](=[CH:9][CH:10]=[C:11]([N+:16]([O-:18])=[O:17])[CH:12]=2)[N:7]=1. (3) Given the product [CH2:1]([O:3][C:4]([C:5]1[NH:13][C:12]2=[CH:11][N:10]=[C:9]([Br:16])[CH:8]=[C:7]2[CH:6]=1)=[O:18])[CH3:2], predict the reactants needed to synthesize it. The reactants are: [CH2:1]([O:3][C:4](=[O:18])[C:5](=O)[CH2:6][C:7]1[C:12]([N+:13]([O-])=O)=[CH:11][N:10]=[C:9]([Br:16])[CH:8]=1)[CH3:2].[Cl-].[NH4+]. (4) Given the product [F:41][C:2]([F:1])([F:42])[C:3]1[CH:4]=[C:5]([CH:34]=[C:35]([C:37]([F:39])([F:38])[F:40])[CH:36]=1)[CH2:6][NH:7][C:8]([C:10]1([CH2:30][CH:31]2[CH2:32][CH2:33]2)[CH2:11][CH2:12][N:13]([CH2:16][CH2:17][C:18]2[CH:28]=[CH:27][C:21]3[O:22][CH2:23][C:24](=[O:26])[NH:25][C:20]=3[CH:19]=2)[CH2:14][CH2:15]1)=[O:9], predict the reactants needed to synthesize it. The reactants are: [F:1][C:2]([F:42])([F:41])[C:3]1[CH:4]=[C:5]([CH:34]=[C:35]([C:37]([F:40])([F:39])[F:38])[CH:36]=1)[CH2:6][NH:7][C:8]([C:10]1([CH2:30][CH:31]2[CH2:33][CH2:32]2)[CH2:15][CH2:14][N:13]([CH2:16][CH:17](O)[C:18]2[CH:28]=[CH:27][C:21]3[O:22][CH2:23][C:24](=[O:26])[NH:25][C:20]=3[CH:19]=2)[CH2:12][CH2:11]1)=[O:9].Cl.OCC1(OC[C@@H](O)[C@@H](O)[C@H]1O)O.